This data is from Reaction yield outcomes from USPTO patents with 853,638 reactions. The task is: Predict the reaction yield, written as a fraction of the theoretical maximum amount of product (1.0 means a 100% yield; for example, 0.34 means a 34% yield). (1) The reactants are O[Li].O.C[O:5][C:6]([C:8]1[CH:9]=[CH:10][C:11]2[NH:12][C:13]3[C:18]([C:19]=2[CH:20]=1)=[CH:17][CH:16]=[CH:15][CH:14]=3)=[O:7].CO.C1COCC1. The catalyst is O. The product is [CH:10]1[C:11]2[NH:12][C:13]3[C:18](=[CH:17][CH:16]=[CH:15][CH:14]=3)[C:19]=2[CH:20]=[C:8]([C:6]([OH:7])=[O:5])[CH:9]=1. The yield is 0.928. (2) The reactants are Br[C:2](Br)=[CH:3][C:4]1[CH:9]=[CH:8][CH:7]=[C:6]([F:10])[CH:5]=1.C([Li])CCC.Cl[C:18]([O:20][CH3:21])=[O:19]. The catalyst is C1COCC1. The product is [CH3:21][O:20][C:18](=[O:19])[C:2]#[C:3][C:4]1[CH:9]=[CH:8][CH:7]=[C:6]([F:10])[CH:5]=1. The yield is 1.00. (3) No catalyst specified. The reactants are Cl.[C:2]([C:6]1[N:11]=[C:10]([C:12]2[CH:17]=[CH:16][CH:15]=[CH:14][CH:13]=2)[C:9]([NH2:18])=[CH:8][N:7]=1)([CH3:5])([CH3:4])[CH3:3].[N:19]([C:22]1[CH:23]=[C:24]([CH:32]=[CH:33][CH:34]=1)[O:25][C:26]1[CH:31]=[CH:30][CH:29]=[CH:28][CH:27]=1)=[C:20]=[O:21]. The product is [C:2]([C:6]1[N:11]=[C:10]([C:12]2[CH:13]=[CH:14][CH:15]=[CH:16][CH:17]=2)[C:9]([NH:18][C:20]([NH:19][C:22]2[CH:34]=[CH:33][CH:32]=[C:24]([O:25][C:26]3[CH:31]=[CH:30][CH:29]=[CH:28][CH:27]=3)[CH:23]=2)=[O:21])=[CH:8][N:7]=1)([CH3:5])([CH3:3])[CH3:4]. The yield is 0.250. (4) The product is [ClH:27].[CH2:1]([NH:8][C:9]1[N:13]([CH3:14])[C:12]2[CH:15]=[CH:16][C:17]([N:19]([CH3:20])[C:21]3[CH:26]=[CH:25][N:24]=[C:23]([NH:28][C:29]4[CH:30]=[CH:31][C:32]([CH3:39])=[C:33]([S:35]([NH2:38])(=[O:36])=[O:37])[CH:34]=4)[N:22]=3)=[CH:18][C:11]=2[N:10]=1)[C:2]1[CH:7]=[CH:6][CH:5]=[CH:4][CH:3]=1. No catalyst specified. The reactants are [CH2:1]([NH:8][C:9]1[N:13]([CH3:14])[C:12]2[CH:15]=[CH:16][C:17]([N:19]([C:21]3[CH:26]=[CH:25][N:24]=[C:23]([Cl:27])[N:22]=3)[CH3:20])=[CH:18][C:11]=2[N:10]=1)[C:2]1[CH:7]=[CH:6][CH:5]=[CH:4][CH:3]=1.[NH2:28][C:29]1[CH:30]=[CH:31][C:32]([CH3:39])=[C:33]([S:35]([NH2:38])(=[O:37])=[O:36])[CH:34]=1. The yield is 0.810. (5) The reactants are [CH3:1][C:2]1[CH:7]=[CH:6][CH:5]=[CH:4][C:3]=1[S:8]([N:11]1[C:15]([C:16]2[CH:21]=[CH:20][CH:19]=[CH:18][CH:17]=2)=[CH:14][C:13]([CH:22]=O)=[CH:12]1)(=[O:10])=[O:9].CO.[CH3:26][NH2:27].[BH4-].[Na+].[ClH:30].C(=O)([O-])O.[Na+]. The catalyst is CO. The product is [ClH:30].[CH3:26][NH:27][CH2:22][C:13]1[CH:14]=[C:15]([C:16]2[CH:17]=[CH:18][CH:19]=[CH:20][CH:21]=2)[N:11]([S:8]([C:3]2[CH:4]=[CH:5][CH:6]=[CH:7][C:2]=2[CH3:1])(=[O:10])=[O:9])[CH:12]=1. The yield is 0.760. (6) The reactants are [CH3:1][N:2]([CH3:8])[C@H:3]1[CH2:7][CH2:6][NH:5][CH2:4]1.C(N(CC)CC)C.F[C:17]1[C:18]([C:37]2[CH:42]=[CH:41][CH:40]=[CH:39][CH:38]=2)=[C:19]([CH3:36])[C:20]([C:34]#[N:35])=[C:21]2[C:25]=1[O:24][C:23]([N:26]1[CH2:31][CH2:30][N:29]([CH3:32])[C:28](=[O:33])[CH2:27]1)=[N:22]2. The catalyst is CS(C)=O. The product is [CH3:1][N:2]([CH3:8])[C@H:3]1[CH2:7][CH2:6][N:5]([C:17]2[C:18]([C:37]3[CH:42]=[CH:41][CH:40]=[CH:39][CH:38]=3)=[C:19]([CH3:36])[C:20]([C:34]#[N:35])=[C:21]3[C:25]=2[O:24][C:23]([N:26]2[CH2:31][CH2:30][N:29]([CH3:32])[C:28](=[O:33])[CH2:27]2)=[N:22]3)[CH2:4]1. The yield is 0.545.